Dataset: Catalyst prediction with 721,799 reactions and 888 catalyst types from USPTO. Task: Predict which catalyst facilitates the given reaction. (1) Reactant: [Cl:1][C:2]1[CH:3]=[C:4]([O:24][CH3:25])[C:5]([O:22][CH3:23])=[C:6]([CH:8]([NH:10][C:11]2[CH:16]=[C:15](F)[CH:14]=[CH:13][C:12]=2[S:18]([CH3:21])(=[O:20])=[O:19])[CH3:9])[CH:7]=1.[CH3:26][N:27]1[CH2:32][CH2:31][NH:30][CH2:29][CH2:28]1.C(N(CC)C(C)C)(C)C. Product: [ClH:1].[Cl:1][C:2]1[CH:3]=[C:4]([O:24][CH3:25])[C:5]([O:22][CH3:23])=[C:6]([CH:8]([NH:10][C:11]2[CH:16]=[C:15]([N:30]3[CH2:31][CH2:32][N:27]([CH3:26])[CH2:28][CH2:29]3)[CH:14]=[CH:13][C:12]=2[S:18]([CH3:21])(=[O:20])=[O:19])[CH3:9])[CH:7]=1. The catalyst class is: 10. (2) Reactant: [Br:1][C:2]1[CH:7]=[CH:6][CH:5]=[CH:4][C:3]=1[OH:8].[C:9]12(O)[CH2:18][CH:13]3[CH2:14][CH:15]([CH2:17][CH:11]([CH2:12]3)[CH2:10]1)[CH2:16]2.S(=O)(=O)(O)O.O. Product: [C:9]12([C:6]3[CH:5]=[CH:4][C:3]([OH:8])=[C:2]([Br:1])[CH:7]=3)[CH2:18][CH:13]3[CH2:14][CH:15]([CH2:17][CH:11]([CH2:12]3)[CH2:10]1)[CH2:16]2. The catalyst class is: 4. (3) Reactant: [CH3:1][O:2][C:3]1[CH:4]=[C:5]([CH:14]=[C:15]([O:19][CH3:20])[C:16]=1[O:17][CH3:18])[NH:6][C:7](=O)[C:8]([O:10][CH2:11][CH3:12])=[O:9].COC1C=CC(P2(=S)SP(=S)(C3C=CC(OC)=CC=3)[S:30]2)=CC=1.O. Product: [CH3:1][O:2][C:3]1[CH:4]=[C:5]([NH:6][C:7](=[S:30])[C:8]([O:10][CH2:11][CH3:12])=[O:9])[CH:14]=[C:15]([O:19][CH3:20])[C:16]=1[O:17][CH3:18]. The catalyst class is: 48. (4) The catalyst class is: 4. Reactant: [F:1][C:2]1[CH:7]=[CH:6][N:5]=[C:4](C(OC)=O)[CH:3]=1.OO.NC(N)=[O:16].FC(F)(F)[C:20]([O:22][C:23](=[O:28])[C:24](F)(F)F)=O.Cl. Product: [CH3:4][C:3]1[C:24]([C:23]([O:22][CH3:20])=[O:28])=[N+:5]([O-:16])[CH:6]=[CH:7][C:2]=1[F:1]. (5) Reactant: [Br:1][C:2]1[S:3][C:4]([C:8]([OH:10])=O)=[C:5]([CH3:7])[N:6]=1.[CH2:11]([NH2:18])[C:12]1[CH:17]=[CH:16][CH:15]=[CH:14][CH:13]=1.F[P-](F)(F)(F)(F)F.N1(O[P+](N(C)C)(N(C)C)N(C)C)C2C=CC=CC=2N=N1.C(N(CC)C(C)C)(C)C. Product: [CH2:11]([NH:18][C:8]([C:4]1[S:3][C:2]([Br:1])=[N:6][C:5]=1[CH3:7])=[O:10])[C:12]1[CH:17]=[CH:16][CH:15]=[CH:14][CH:13]=1. The catalyst class is: 2. (6) Reactant: [CH3:1][I:2].[C:3]12([CH2:13][CH2:14][N:15]([CH2:28][CH2:29][CH2:30][CH2:31][CH3:32])[C:16]([NH:18][CH2:19][CH2:20][CH2:21][C:22]3[CH:27]=[CH:26][N:25]=[CH:24][CH:23]=3)=[O:17])[CH2:12][CH:7]3[CH2:8][CH:9]([CH2:11][CH:5]([CH2:6]3)[CH2:4]1)[CH2:10]2. Product: [I-:2].[C:3]12([CH2:13][CH2:14][N:15]([CH2:28][CH2:29][CH2:30][CH2:31][CH3:32])[C:16](=[O:17])[NH:18][CH2:19][CH2:20][CH2:21][C:22]3[CH:23]=[CH:24][N+:25]([CH3:1])=[CH:26][CH:27]=3)[CH2:4][CH:5]3[CH2:6][CH:7]([CH2:8][CH:9]([CH2:11]3)[CH2:10]1)[CH2:12]2. The catalyst class is: 21.